From a dataset of Full USPTO retrosynthesis dataset with 1.9M reactions from patents (1976-2016). Predict the reactants needed to synthesize the given product. (1) Given the product [Br:1][C:2]1[CH:3]=[CH:4][C:5]([C@@H:8]([N:10]([CH2:11][CH2:12][C:13](=[O:14])[C:15]2[CH:16]=[CH:17][CH:18]=[CH:19][CH:20]=2)[C:33](=[O:34])[O:32][C:29]([CH3:31])([CH3:30])[CH3:28])[CH3:9])=[CH:6][CH:7]=1, predict the reactants needed to synthesize it. The reactants are: [Br:1][C:2]1[CH:7]=[CH:6][C:5]([C@@H:8]([NH:10][CH2:11][CH2:12][C:13]([C:15]2[CH:20]=[CH:19][CH:18]=[CH:17][CH:16]=2)=[O:14])[CH3:9])=[CH:4][CH:3]=1.CCN(CC)CC.[CH3:28][C:29]([O:32][C:33](O[C:33]([O:32][C:29]([CH3:31])([CH3:30])[CH3:28])=[O:34])=[O:34])([CH3:31])[CH3:30]. (2) The reactants are: [F:1][C:2]([F:7])([F:6])[C:3]([OH:5])=[O:4].FC(F)(F)C(O)=O.[Cl:15][C:16]1[CH:17]=[N:18][C:19]2[NH:20][C:21]3[CH:22]=[CH:23][CH:24]=[C:25]([CH:45]=3)[CH2:26][CH2:27][C:28]3[CH:36]=[C:32]([NH:33][C:34]=1[N:35]=2)[CH:31]=[CH:30][C:29]=3[NH:37][C:38]([C@@H:40]1[CH2:44][CH2:43][CH2:42][NH:41]1)=[O:39].[C:46]1([N:52]=[C:53]=[O:54])[CH:51]=[CH:50][CH:49]=[CH:48][CH:47]=1. Given the product [F:1][C:2]([F:7])([F:6])[C:3]([OH:5])=[O:4].[Cl:15][C:16]1[CH:17]=[N:18][C:19]2[NH:20][C:21]3[CH:22]=[CH:23][CH:24]=[C:25]([CH:45]=3)[CH2:26][CH2:27][C:28]3[CH:36]=[C:32]([NH:33][C:34]=1[N:35]=2)[CH:31]=[CH:30][C:29]=3[NH:37][C:38]([C@@H:40]1[CH2:44][CH2:43][CH2:42][N:41]1[C:53]([NH:52][C:46]1[CH:51]=[CH:50][CH:49]=[CH:48][CH:47]=1)=[O:54])=[O:39], predict the reactants needed to synthesize it. (3) Given the product [CH:37]1([N:28]2[CH2:29][C:30]([F:36])([F:35])[C:31](=[O:34])[N:32]([CH3:33])[C:26]3[CH:25]=[N:24][C:23]([NH:22][C:19]4[CH:20]=[CH:21][C:16]([C:15]([NH:14][CH:11]5[CH2:12][CH2:13][NH:8][CH2:9][CH2:10]5)=[O:46])=[CH:17][C:18]=4[O:44][CH3:45])=[N:43][C:27]2=3)[CH2:38][CH2:39][CH2:40][CH2:41][CH2:42]1, predict the reactants needed to synthesize it. The reactants are: C(OC([N:8]1[CH2:13][CH2:12][CH:11]([NH:14][C:15](=[O:46])[C:16]2[CH:21]=[CH:20][C:19]([NH:22][C:23]3[N:24]=[CH:25][C:26]4[N:32]([CH3:33])[C:31](=[O:34])[C:30]([F:36])([F:35])[CH2:29][N:28]([CH:37]5[CH2:42][CH2:41][CH2:40][CH2:39][CH2:38]5)[C:27]=4[N:43]=3)=[C:18]([O:44][CH3:45])[CH:17]=2)[CH2:10][CH2:9]1)=O)(C)(C)C.FC(F)(F)C(O)=O. (4) Given the product [C:1]1([C:23]2[CH:28]=[CH:27][CH:26]=[CH:25][CH:24]=2)[CH:6]=[CH:5][CH:4]=[C:3]([C:7]2[N:8]=[C:9](/[CH:14]=[CH:15]/[C:16]3[CH:21]=[CH:20][C:19]([C:33]4[CH:34]=[CH:35][C:30]([OH:29])=[CH:31][CH:32]=4)=[CH:18][CH:17]=3)[N:10]([CH2:12][CH3:13])[CH:11]=2)[CH:2]=1, predict the reactants needed to synthesize it. The reactants are: [C:1]1([C:23]2[CH:28]=[CH:27][CH:26]=[CH:25][CH:24]=2)[CH:6]=[CH:5][CH:4]=[C:3]([C:7]2[N:8]=[C:9](/[CH:14]=[CH:15]/[C:16]3[CH:21]=[CH:20][C:19](Br)=[CH:18][CH:17]=3)[N:10]([CH2:12][CH3:13])[CH:11]=2)[CH:2]=1.[OH:29][C:30]1[CH:35]=[CH:34][C:33](B(O)O)=[CH:32][CH:31]=1. (5) Given the product [F:10][C:9]([F:12])([F:11])[CH:8]([C:4]1[NH:3][CH:2]=[N:1][CH:5]=1)[OH:7], predict the reactants needed to synthesize it. The reactants are: [NH:1]1[CH:5]=[CH:4][N:3]=[CH:2]1.C[O:7][CH:8](O)[C:9]([F:12])([F:11])[F:10].